From a dataset of Full USPTO retrosynthesis dataset with 1.9M reactions from patents (1976-2016). Predict the reactants needed to synthesize the given product. Given the product [C:9]([O:13][C:14]([N:16]1[CH2:21][CH2:20][C:19]([CH:22]=[O:23])([CH3:1])[CH2:18][CH2:17]1)=[O:15])([CH3:12])([CH3:11])[CH3:10], predict the reactants needed to synthesize it. The reactants are: [CH3:1]C(C)([O-])C.[K+].CI.[C:9]([O:13][C:14]([N:16]1[CH2:21][CH2:20][CH:19]([CH:22]=[O:23])[CH2:18][CH2:17]1)=[O:15])([CH3:12])([CH3:11])[CH3:10].